Dataset: Catalyst prediction with 721,799 reactions and 888 catalyst types from USPTO. Task: Predict which catalyst facilitates the given reaction. (1) Reactant: COC(=O)NC(C(N1C(C2NC(C3C=CC4C(=CC=C(C5C=CC(C6NC(C7C8CC(CC8)N7C(=O)C(NC(OC)=O)C(C)C)=NC=6)=CC=5)C=4)C=3)=CN=2)CC2(CC2)C1)=O)C(C)C.[CH3:63][O:64][C:65](=[O:104])[NH:66][CH:67]([C:71]([N:73]1[CH:78]([C:79]2[NH:80][C:81]([C:84]3[CH:93]=[CH:92][C:91]4[C:86](=[CH:87][CH:88]=[C:89](B5OC(C)(C)C(C)(C)O5)[CH:90]=4)[CH:85]=3)=[CH:82][N:83]=2)[CH:77]2[CH2:103][CH:74]1[CH2:75][CH2:76]2)=[O:72])[CH:68]([CH3:70])[CH3:69].[C:105]([O:109][C:110]([N:112]1[CH:118]([C:119]2[NH:120][C:121]([C:124]3[CH:129]=[CH:128][C:127](Br)=[CH:126][CH:125]=3)=[CH:122][N:123]=2)[CH2:117][C:114]2([CH2:116][CH2:115]2)[CH2:113]1)=[O:111])([CH3:108])([CH3:107])[CH3:106].C(=O)([O-])[O-].[K+].[K+]. Product: [C:105]([O:109][C:110]([N:112]1[CH:118]([C:119]2[NH:120][C:121]([C:124]3[CH:129]=[CH:128][C:127]([C:89]4[CH:88]=[CH:87][C:86]5[C:91](=[CH:92][CH:93]=[C:84]([C:81]6[NH:80][C:79]([CH:78]7[CH:77]8[CH2:103][CH:74]([CH2:75][CH2:76]8)[N:73]7[C:71](=[O:72])[CH:67]([NH:66][C:65]([O:64][CH3:63])=[O:104])[CH:68]([CH3:70])[CH3:69])=[N:83][CH:82]=6)[CH:85]=5)[CH:90]=4)=[CH:126][CH:125]=3)=[CH:122][N:123]=2)[CH2:117][C:114]2([CH2:116][CH2:115]2)[CH2:113]1)=[O:111])([CH3:108])([CH3:107])[CH3:106]. The catalyst class is: 13. (2) Reactant: [Br:1][C:2]1[CH:3]=[C:4]([S:8]([NH:11][C@@H:12]2CCN(C(OC(C)(C)C)=O)C2)(=[O:10])=[O:9])[CH:5]=[CH:6][CH:7]=1.C([O-])([O-])=O.[K+].[K+].BrC.C[CH2:33][N:34]([CH:38]([CH3:40])C)[CH:35]([CH3:37])C.BrC#[N:43]. Product: [Br:1][C:2]1[CH:3]=[C:4]([S:8]([N:11]([C@@H:40]2[CH2:37][CH2:35][N:34]([C:33]#[N:43])[CH2:38]2)[CH3:12])(=[O:10])=[O:9])[CH:5]=[CH:6][CH:7]=1. The catalyst class is: 21. (3) Reactant: [CH3:1][O:2][C:3]1[CH:8]=[CH:7][CH:6]=[CH:5][C:4]=1[N:9]1[C:13](OS(C(F)(F)F)(=O)=O)=[CH:12][C:11]([CH:22]2[CH2:27][C:26]([CH3:29])([CH3:28])[O:25][C:24]([CH3:31])([CH3:30])[CH2:23]2)=[N:10]1.[CH2:32]([O:39][C:40]1[CH:45]=[CH:44][C:43](B(O)O)=[CH:42][CH:41]=1)[C:33]1[CH:38]=[CH:37][CH:36]=[CH:35][CH:34]=1.C([O-])([O-])=O.[Na+].[Na+].C1(C)C=CC=CC=1.C(O)C. Product: [CH2:32]([O:39][C:40]1[CH:45]=[CH:44][C:43]([C:13]2[N:9]([C:4]3[CH:5]=[CH:6][CH:7]=[CH:8][C:3]=3[O:2][CH3:1])[N:10]=[C:11]([CH:22]3[CH2:23][C:24]([CH3:31])([CH3:30])[O:25][C:26]([CH3:28])([CH3:29])[CH2:27]3)[CH:12]=2)=[CH:42][CH:41]=1)[C:33]1[CH:38]=[CH:37][CH:36]=[CH:35][CH:34]=1. The catalyst class is: 518. (4) Reactant: [N:1]1[N:5]2[CH:6]=[CH:7][CH:8]=[N:9][C:4]2=[C:3]([C:10]([OH:12])=O)[CH:2]=1.[NH2:13][C:14]1[CH:15]=[N:16][N:17](COCC[Si](C)(C)C)[C:18]=1[C:19]1[C:20]([O:27][CH3:28])=[N:21][CH:22]=[C:23]([CH:26]=1)[C:24]#[N:25].ClC1(OC)N=C(OC)N=CN1.CN1CCOCC1. Product: [C:24]([C:23]1[CH:26]=[C:19]([C:18]2[C:14]([NH:13][C:10]([C:3]3[CH:2]=[N:1][N:5]4[CH:6]=[CH:7][CH:8]=[N:9][C:4]=34)=[O:12])=[CH:15][NH:16][N:17]=2)[C:20]([O:27][CH3:28])=[N:21][CH:22]=1)#[N:25]. The catalyst class is: 10. (5) Reactant: [C:1](Cl)(=O)[C:2]([Cl:4])=[O:3].[C:7]([S:10][C:11]1[CH:12]=C([CH:17]=[CH:18][CH:19]=1)C(O)=O)(=[O:9])[CH3:8].C(Cl)(Cl)Cl. The catalyst class is: 3. Product: [C:7]([S:10][C:11]1[CH:12]=[C:1]([CH:17]=[CH:18][CH:19]=1)[C:2]([Cl:4])=[O:3])(=[O:9])[CH3:8]. (6) Reactant: [O-:1][C:2]#N.[K+].[C:5]([C:7]1([NH:23][CH3:24])[CH2:12][CH2:11][N:10]([C:13]([O:15][CH2:16][C:17]2[CH:22]=[CH:21][CH:20]=[CH:19][CH:18]=2)=[O:14])[CH2:9][CH2:8]1)#[N:6].[OH2:25]. Product: [CH3:24][N:23]1[C:7]2([CH2:8][CH2:9][N:10]([C:13]([O:15][CH2:16][C:17]3[CH:18]=[CH:19][CH:20]=[CH:21][CH:22]=3)=[O:14])[CH2:11][CH2:12]2)[C:5](=[O:25])[NH:6][C:2]1=[O:1]. The catalyst class is: 15. (7) Reactant: [CH2:1]([N:3]1[C:11]2[C:10]([S:12][C:13]3[CH:18]=[CH:17][C:16]([O:19][CH3:20])=[CH:15][CH:14]=3)=[CH:9][N:8]=[CH:7][C:6]=2[N:5]=[C:4]1[C:21]1[C:22]([NH2:26])=[N:23][O:24][N:25]=1)[CH3:2].C1C=C(Cl)C=C(C(OO)=[O:35])C=1. Product: [CH2:1]([N:3]1[C:11]2[C:10]([S:12]([C:13]3[CH:18]=[CH:17][C:16]([O:19][CH3:20])=[CH:15][CH:14]=3)=[O:35])=[CH:9][N:8]=[CH:7][C:6]=2[N:5]=[C:4]1[C:21]1[C:22]([NH2:26])=[N:23][O:24][N:25]=1)[CH3:2]. The catalyst class is: 96. (8) Reactant: C([O-])(=O)C.[Na+].[N+:6]([C:9]1[CH:17]=[CH:16][CH:15]=[C:14]2[C:10]=1[CH:11]=[N:12][NH:13]2)([O-:8])=[O:7].C(Cl)(Cl)Cl.[Br:22]Br. Product: [Br:22][C:11]1[C:10]2[C:14](=[CH:15][CH:16]=[CH:17][C:9]=2[N+:6]([O-:8])=[O:7])[NH:13][N:12]=1. The catalyst class is: 15.